From a dataset of Reaction yield outcomes from USPTO patents with 853,638 reactions. Predict the reaction yield, written as a fraction of the theoretical maximum amount of product (1.0 means a 100% yield; for example, 0.34 means a 34% yield). (1) The yield is 0.860. The catalyst is C(O)C. The reactants are [CH2:1]([NH:8][C:9]1[C:14]2=[C:15]([C:18]3[CH:23]=[CH:22][CH:21]=[CH:20][CH:19]=3)[CH:16]=[CH:17][N:13]2[N:12]=[C:11]([C:24]2[CH:25]=[N:26][CH:27]=[C:28]([CH:34]=2)[C:29]([O:31]CC)=O)[N:10]=1)[C:2]1[CH:7]=[CH:6][CH:5]=[CH:4][CH:3]=1.[NH3:35]. The product is [CH2:1]([NH:8][C:9]1[C:14]2=[C:15]([C:18]3[CH:19]=[CH:20][CH:21]=[CH:22][CH:23]=3)[CH:16]=[CH:17][N:13]2[N:12]=[C:11]([C:24]2[CH:25]=[N:26][CH:27]=[C:28]([CH:34]=2)[C:29]([NH2:35])=[O:31])[N:10]=1)[C:2]1[CH:7]=[CH:6][CH:5]=[CH:4][CH:3]=1. (2) The reactants are [Br:1][C:2]1[CH:7]=[CH:6][C:5]([F:8])=[CH:4][C:3]=1[O:9][CH2:10][C:11]1[CH:16]=[CH:15][CH:14]=[CH:13][C:12]=1I.C([O-])(=O)C.[Na+].[C:23]([O:27][CH2:28][CH3:29])(=[O:26])[CH:24]=[CH2:25].O. The catalyst is [Br-].C([N+](CCCC)(CCCC)CCCC)CCC.CN1CCCC1=O.C([O-])(=O)C.[Pd+2].C([O-])(=O)C.C(OCC)(=O)C.C(OC)(C)(C)C. The product is [CH2:28]([O:27][C:23](=[O:26])[CH:24]=[CH:25][C:12]1[CH:13]=[CH:14][CH:15]=[CH:16][C:11]=1[CH2:10][O:9][C:3]1[CH:4]=[C:5]([F:8])[CH:6]=[CH:7][C:2]=1[Br:1])[CH3:29]. The yield is 0.950. (3) The reactants are [Cl:1][C:2]1[CH:3]=[C:4]([C:16](=O)[CH3:17])[CH:5]=[N:6][C:7]=1[O:8][CH2:9][C:10]([F:15])([F:14])[CH:11]([F:13])[F:12].[CH3:19][C:20]([S@:23]([NH2:25])=[O:24])([CH3:22])[CH3:21]. No catalyst specified. The product is [Cl:1][C:2]1[CH:3]=[C:4]([CH:16]([NH:25][S@@:23]([C:20]([CH3:22])([CH3:21])[CH3:19])=[O:24])[CH3:17])[CH:5]=[N:6][C:7]=1[O:8][CH2:9][C:10]([F:15])([F:14])[CH:11]([F:13])[F:12]. The yield is 0.810. (4) The reactants are [C:1]([C:5]1[CH:6]=[C:7]([CH:10]=[C:11]([C:17]([CH3:20])([CH3:19])[CH3:18])[C:12]=1[O:13][CH2:14][O:15][CH3:16])[CH:8]=O)([CH3:4])([CH3:3])[CH3:2].[C:21]([NH:25][OH:26])([CH3:24])([CH3:23])[CH3:22]. The catalyst is C1C=CC=CC=1. The product is [CH3:16][O:15][CH2:14][O:13][C:12]1[C:11]([C:17]([CH3:18])([CH3:20])[CH3:19])=[CH:10][C:7]([CH:8]=[N+:25]([C:21]([CH3:24])([CH3:23])[CH3:22])[O-:26])=[CH:6][C:5]=1[C:1]([CH3:2])([CH3:3])[CH3:4]. The yield is 0.690. (5) The reactants are [C:1]([C:4]1[CH:29]=[CH:28][C:7]([O:8][CH2:9][C:10]2[CH:15]=[CH:14][C:13]([CH:16]([OH:27])[C:17]3[CH:18]=[C:19]([C:23](=O)[CH2:24]Cl)[CH:20]=[CH:21][CH:22]=3)=[CH:12][CH:11]=2)=[C:6]([Cl:30])[C:5]=1[OH:31])(=[O:3])[CH3:2].[S-:32][C:33]#[N:34].[K+].C([OH:38])C. No catalyst specified. The yield is 0.0610. The product is [C:1]([C:4]1[CH:29]=[CH:28][C:7]([O:8][CH2:9][C:10]2[CH:15]=[CH:14][C:13]([CH:16]([OH:27])[C:17]3[CH:18]=[C:19]([C:23]4[NH:34][C:33](=[O:38])[S:32][CH:24]=4)[CH:20]=[CH:21][CH:22]=3)=[CH:12][CH:11]=2)=[C:6]([Cl:30])[C:5]=1[OH:31])(=[O:3])[CH3:2]. (6) The reactants are C([C@@H]1COC(=O)N1[C:14](=[O:36])[C@H:15]([O:31][C:32]([CH3:35])([CH3:34])[CH3:33])[C:16]1[C:17]([I:30])=[C:18]2[C:25]3[CH2:26][CH2:27][CH2:28][CH2:29][C:24]=3[S:23][C:19]2=[N:20][C:21]=1[CH3:22])C1C=CC=CC=1.O.[OH-].[Li+].OO.S([O-])([O-])=[O:43].[Na+].[Na+].Cl. The catalyst is O1CCCC1.O. The product is [O:31]([C@H:15]([C:16]1[C:17]([I:30])=[C:18]2[C:25]3[CH2:26][CH2:27][CH2:28][CH2:29][C:24]=3[S:23][C:19]2=[N:20][C:21]=1[CH3:22])[C:14]([OH:36])=[O:43])[C:32]([CH3:35])([CH3:34])[CH3:33]. The yield is 0.680. (7) The reactants are [F:1][C:2]1[CH:3]=[C:4]([SH:8])[CH:5]=[CH:6][CH:7]=1.C1(P(C2C=CC=CC=2)C2C3OC4C(=CC=CC=4P(C4C=CC=CC=4)C4C=CC=CC=4)C(C)(C)C=3C=CC=2)C=CC=CC=1.CCN(C(C)C)C(C)C.[C:60]([O:64][C:65]([N:67]1[CH2:71][CH2:70][C@@H:69]([C:72]2[CH:77]=[CH:76][C:75](Br)=[CH:74][C:73]=2[OH:79])[CH2:68]1)=[O:66])([CH3:63])([CH3:62])[CH3:61].OS([O-])(=O)=O.[K+].[O-]S([O-])(=O)=O.[Na+].[Na+]. The catalyst is O1CCOCC1.[Cl-].[Na+].O.[Pd].[Pd].C(=CC(C=CC1C=CC=CC=1)=O)C1C=CC=CC=1.C(=CC(C=CC1C=CC=CC=1)=O)C1C=CC=CC=1.C(=CC(C=CC1C=CC=CC=1)=O)C1C=CC=CC=1. The product is [C:60]([O:64][C:65]([N:67]1[CH2:71][CH2:70][C@@H:69]([C:72]2[CH:77]=[CH:76][C:75]([S:8][C:4]3[CH:5]=[CH:6][CH:7]=[C:2]([F:1])[CH:3]=3)=[CH:74][C:73]=2[OH:79])[CH2:68]1)=[O:66])([CH3:63])([CH3:61])[CH3:62]. The yield is 0.700. (8) The reactants are [CH3:1][O:2][C:3]1[CH:4]=[CH:5][CH:6]=[C:7]2[C:11]=1[CH:10]([NH:12][C:13]1[O:14][CH2:15][C:16]3[CH:22]=[C:21]([NH2:23])[CH:20]=[CH:19][C:17]=3[N:18]=1)[CH2:9]C2.[CH3:24][O:25][CH2:26][C:27](Cl)=[O:28].C(OCC)(=[O:32])C. The catalyst is C(=O)([O-])O.[Na+]. The product is [CH3:24][O:25][CH2:26][C:27]([NH:23][C:21]1[CH:20]=[CH:19][C:17]2[N:18]=[C:13]([NH:12][CH:10]3[C:11]4[C:3]([O:2][CH3:1])=[CH:4][CH:5]=[CH:6][C:7]=4[O:32][CH2:9]3)[O:14][CH2:15][C:16]=2[CH:22]=1)=[O:28]. The yield is 0.730. (9) The reactants are [NH:1]1[C:9]2[C:4](=[CH:5][CH:6]=[CH:7][CH:8]=2)[C:3]([CH2:10][CH2:11][CH2:12][C:13]([OH:15])=O)=[CH:2]1.C(N=C=NCCCN(C)C)C.[CH3:27][O:28][C:29]1[CH:34]=[CH:33][C:32]([N:35]2[CH2:40][CH2:39][NH:38][CH2:37][CH2:36]2)=[CH:31][CH:30]=1.ON1C2C=CC=CC=2N=N1.C(N(CC)CC)C. The product is [NH:1]1[C:9]2[C:4](=[CH:5][CH:6]=[CH:7][CH:8]=2)[C:3]([CH2:10][CH2:11][CH2:12][C:13]([N:38]2[CH2:37][CH2:36][N:35]([C:32]3[CH:31]=[CH:30][C:29]([O:28][CH3:27])=[CH:34][CH:33]=3)[CH2:40][CH2:39]2)=[O:15])=[CH:2]1. The yield is 0.330. The catalyst is O1CCCC1. (10) The reactants are [F:1][C:2]1[CH:3]=[N:4][C:5]2[C:10]([C:11]=1[CH2:12][NH:13][CH2:14][CH2:15][CH2:16][CH:17]1[O:21][C:20](=[O:22])[N:19]([C:23]3[CH:24]=[CH:25][C:26]4[S:31][CH2:30][C:29](=[O:32])[NH:28][C:27]=4[CH:33]=3)[CH2:18]1)=[N:9][C:8]([O:34][CH3:35])=[CH:7][CH:6]=2.[CH2:36]1[O:38][C@H:37]1[CH2:39][OH:40]. The catalyst is C1COCC1.CO. The product is [OH:38][C@@H:37]([CH2:39][OH:40])[CH2:36][N:13]([CH2:12][C:11]1[C:10]2[C:5](=[CH:6][CH:7]=[C:8]([O:34][CH3:35])[N:9]=2)[N:4]=[CH:3][C:2]=1[F:1])[CH2:14][CH2:15][CH2:16][CH:17]1[O:21][C:20](=[O:22])[N:19]([C:23]2[CH:24]=[CH:25][C:26]3[S:31][CH2:30][C:29](=[O:32])[NH:28][C:27]=3[CH:33]=2)[CH2:18]1. The yield is 0.520.